Predict the reactants needed to synthesize the given product. From a dataset of Full USPTO retrosynthesis dataset with 1.9M reactions from patents (1976-2016). Given the product [CH2:1]([O:3][C:4]1[C:13]([NH:14][C:15]([N:35]2[CH2:34][CH2:33][N:32]([C:27]3[CH:28]=[CH:29][CH:30]=[CH:31][C:26]=3[S:25][CH3:24])[CH2:37][CH2:36]2)=[O:23])=[N:12][C:11]2[C:6](=[CH:7][CH:8]=[CH:9][CH:10]=2)[N:5]=1)[CH3:2], predict the reactants needed to synthesize it. The reactants are: [CH2:1]([O:3][C:4]1[C:13]([NH:14][C:15](=[O:23])OC2C=CC=CC=2)=[N:12][C:11]2[C:6](=[CH:7][CH:8]=[CH:9][CH:10]=2)[N:5]=1)[CH3:2].[CH3:24][S:25][C:26]1[CH:31]=[CH:30][CH:29]=[CH:28][C:27]=1[N:32]1[CH2:37][CH2:36][NH:35][CH2:34][CH2:33]1.